This data is from Full USPTO retrosynthesis dataset with 1.9M reactions from patents (1976-2016). The task is: Predict the reactants needed to synthesize the given product. (1) Given the product [C:1]([O:6][CH2:7][CH2:8][CH2:9][CH2:10][CH2:11][CH2:12][CH2:13][CH2:14][CH2:15][CH2:16][CH2:17][CH3:18])(=[O:5])[C:2]([CH3:4])=[CH2:3].[C:19]([O-:24])(=[O:23])[C:20]([CH3:22])=[CH2:21].[Na+:96], predict the reactants needed to synthesize it. The reactants are: [C:1]([O:6][CH2:7][CH2:8][CH2:9][CH2:10][CH2:11][CH2:12][CH2:13][CH2:14][CH2:15][CH2:16][CH2:17][CH3:18])(=[O:5])[C:2]([CH3:4])=[CH2:3].[C:19]([OH:24])(=[O:23])[C:20]([CH3:22])=[CH2:21].C(OCCOC(=O)C(C)=C)(=O)C(C)=C.C(OOC(=O)CCCCCCCCCCC)(=O)CCCCCCCCCCC.C(N(C)CCS(O)(=O)=O)(=O)CCCCCCCCCCCCCCCCC.[Na].[OH-].[Na+:96]. (2) Given the product [CH3:1][C:2]1[CH:7]=[CH:6][CH:5]=[CH:4][C:3]=1[CH:8]([C:20]1[CH:25]=[CH:24][CH:23]=[CH:22][C:21]=1[CH3:26])[N:9]1[CH:14]=[CH:13][CH:12]=[C:11]([C:15]([OH:17])=[O:16])[C:10]1=[O:19], predict the reactants needed to synthesize it. The reactants are: [CH3:1][C:2]1[CH:7]=[CH:6][CH:5]=[CH:4][C:3]=1[CH:8]([C:20]1[CH:25]=[CH:24][CH:23]=[CH:22][C:21]=1[CH3:26])[N:9]1[CH:14]=[CH:13][CH:12]=[C:11]([C:15]([O:17]C)=[O:16])[C:10]1=[O:19]. (3) The reactants are: [F:1][C:2]1[CH:3]=[C:4]([C@H:8]2[O:12][C:11](=[O:13])[NH:10][C@@H:9]2[C:14]2[C:15]([O:28][CH3:29])=[N:16][CH:17]=[C:18]([C:20]#[C:21][C:22]3[CH:27]=[CH:26][CH:25]=[CH:24][CH:23]=3)[CH:19]=2)[CH:5]=[CH:6][CH:7]=1.[F:30]C1C=CC(F)=CC=1[C@H]1OC(=O)N[C@@H]1C1C(F)=NC=C(C#CC2C=CC=CC=2)C=1. Given the product [F:30][C:5]1[CH:6]=[CH:7][C:2]([F:1])=[CH:3][C:4]=1[C@H:8]1[O:12][C:11](=[O:13])[NH:10][C@@H:9]1[C:14]1[C:15]([O:28][CH3:29])=[N:16][CH:17]=[C:18]([C:20]#[C:21][C:22]2[CH:23]=[CH:24][CH:25]=[CH:26][CH:27]=2)[CH:19]=1, predict the reactants needed to synthesize it. (4) Given the product [C:5]([O:9][C:10]([N:12]1[CH2:23][C:22]2([OH:24])[CH:14]([O:15][C:16]3([OH:32])[CH:20]([O:21]2)[CH2:19][N:18]([C:25]([O:27][C:28]([CH3:31])([CH3:30])[CH3:29])=[O:26])[CH2:17]3)[CH2:13]1)=[O:11])([CH3:8])([CH3:7])[CH3:6], predict the reactants needed to synthesize it. The reactants are: CS(C)=O.[C:5]([O:9][C:10]([N:12]1[CH2:23][C:22]2([OH:24])[CH:14]([O:15][C:16]3([OH:32])[CH:20]([O:21]2)[CH2:19][N:18]([C:25]([O:27][C:28]([CH3:31])([CH3:30])[CH3:29])=[O:26])[CH2:17]3)[CH2:13]1)=[O:11])([CH3:8])([CH3:7])[CH3:6].C(Cl)(=O)C(Cl)=O.C(OC(N1C[C@H](O)[C@@H](O)C1)=O)(C)(C)C.C(N(CC)CC)C.C(O)(=O)CC(CC(O)=O)(C(O)=O)O. (5) Given the product [CH2:1]([N:8]1[CH2:13][CH2:12][NH:11][C@H:10]([CH2:21][C:22]2[CH:27]=[CH:26][C:25]([N:28]3[CH2:29][CH2:30][O:31][CH2:32][CH2:33]3)=[CH:24][CH:23]=2)[CH2:9]1)[C:2]1[CH:7]=[CH:6][CH:5]=[CH:4][CH:3]=1, predict the reactants needed to synthesize it. The reactants are: [CH2:1]([N:8]1[CH2:13][CH2:12][N:11](C(OC(C)(C)C)=O)[C@H:10]([CH2:21][C:22]2[CH:27]=[CH:26][C:25]([N:28]3[CH2:33][CH2:32][O:31][CH2:30][CH2:29]3)=[CH:24][CH:23]=2)[CH2:9]1)[C:2]1[CH:7]=[CH:6][CH:5]=[CH:4][CH:3]=1.C(O)(C(F)(F)F)=O.C(=O)([O-])O.[Na+].[Cl-].[Na+]. (6) Given the product [C:1]1([CH2:7][CH:8]([NH:16][C:17]2[CH:18]=[CH:19][C:20]([C:23]([OH:32])([C:24]([F:25])([F:26])[F:27])[C:28]([F:29])([F:30])[F:31])=[CH:21][CH:22]=2)[C:14]#[N:15])[CH:2]=[CH:3][CH:4]=[CH:5][CH:6]=1, predict the reactants needed to synthesize it. The reactants are: [C:1]1([CH2:7][CH:8]=O)[CH:6]=[CH:5][CH:4]=[CH:3][CH:2]=1.C[Si]([C:14]#[N:15])(C)C.[NH2:16][C:17]1[CH:22]=[CH:21][C:20]([C:23]([OH:32])([C:28]([F:31])([F:30])[F:29])[C:24]([F:27])([F:26])[F:25])=[CH:19][CH:18]=1.